From a dataset of Full USPTO retrosynthesis dataset with 1.9M reactions from patents (1976-2016). Predict the reactants needed to synthesize the given product. (1) Given the product [CH3:24][S:23][C:17]1[C:16]2[C:21](=[CH:22][C:13]([O:11][CH2:10]/[CH:9]=[CH:8]/[CH2:7][N:4]3[CH2:5][CH2:6][O:1][CH2:2][CH2:3]3)=[CH:14][CH:15]=2)[N:20]=[CH:19][N:18]=1, predict the reactants needed to synthesize it. The reactants are: [O:1]1[CH2:6][CH2:5][N:4]([CH2:7]/[CH:8]=[CH:9]/[CH2:10][OH:11])[CH2:3][CH2:2]1.O[C:13]1[CH:22]=[C:21]2[C:16]([C:17]([S:23][CH3:24])=[N:18][CH:19]=[N:20]2)=[CH:15][CH:14]=1. (2) Given the product [CH:43]1([O:42][C:28]2[CH:27]=[C:26]([C:23]3[CH:24]=[CH:25][C:20]([CH2:19][CH2:18][N:10]([CH2:9][C@H:8]([OH:49])[C:5]4[CH:6]=[N:7][CH:2]=[CH:3][CH:4]=4)[C:11](=[O:17])[O:12][C:13]([CH3:15])([CH3:16])[CH3:14])=[CH:21][CH:22]=3)[CH:31]=[CH:30][C:29]=2[C:32]([NH:34][S:35]([CH2:38][CH2:39][CH2:40][OH:41])(=[O:36])=[O:37])=[O:33])[CH2:48][CH2:47][CH2:46][CH2:45][CH2:44]1, predict the reactants needed to synthesize it. The reactants are: Cl[C:2]1[N:7]=[CH:6][C:5]([C@@H:8]([OH:49])[CH2:9][N:10]([CH2:18][CH2:19][C:20]2[CH:25]=[CH:24][C:23]([C:26]3[CH:31]=[CH:30][C:29]([C:32]([NH:34][S:35]([CH2:38][CH2:39][CH2:40][OH:41])(=[O:37])=[O:36])=[O:33])=[C:28]([O:42][CH:43]4[CH2:48][CH2:47][CH2:46][CH2:45][CH2:44]4)[CH:27]=3)=[CH:22][CH:21]=2)[C:11](=[O:17])[O:12][C:13]([CH3:16])([CH3:15])[CH3:14])=[CH:4][CH:3]=1.C([O-])=O.[NH4+]. (3) Given the product [C:29]1([CH2:28][O:23][C:22](=[O:24])[CH2:21][CH:16]2[C:15]3[N:11]([CH2:10][C:5]4[CH:6]=[CH:7][C:8]([Cl:9])=[C:3]([Cl:2])[CH:4]=4)[C:12]([CH:25]([CH3:27])[CH3:26])=[N:13][C:14]=3[CH2:20][CH2:19][CH2:18][CH2:17]2)[CH:34]=[CH:33][CH:32]=[CH:31][CH:30]=1, predict the reactants needed to synthesize it. The reactants are: N.[Cl:2][C:3]1[CH:4]=[C:5]([CH2:10][N:11]2[C:15]3[CH:16]([CH2:21][C:22]([OH:24])=[O:23])[CH2:17][CH2:18][CH2:19][CH2:20][C:14]=3[N:13]=[C:12]2[CH:25]([CH3:27])[CH3:26])[CH:6]=[CH:7][C:8]=1[Cl:9].[CH2:28](O)[C:29]1[CH:34]=[CH:33][CH:32]=[CH:31][CH:30]=1.Cl.CN(C)CCCN=C=NCC. (4) Given the product [ClH:38].[CH3:1][S:2]([CH:5]1[CH2:10][CH2:9][C:8]([C:11]2[C:12]([O:22][C:23]3[CH:28]=[CH:27][C:26]([O:29][CH2:30][CH2:31][N:32]4[CH2:37][CH2:36][CH2:35][CH2:34][CH2:33]4)=[CH:25][CH:24]=3)=[C:13]3[C:18](=[CH:19][CH:20]=2)[CH:17]=[C:16]([OH:21])[CH:15]=[CH:14]3)=[CH:7][CH2:6]1)(=[O:4])=[O:3], predict the reactants needed to synthesize it. The reactants are: [CH3:1][S:2]([CH:5]1[CH2:10][CH2:9][C:8]([C:11]2[C:12]([O:22][C:23]3[CH:28]=[CH:27][C:26]([O:29][CH2:30][CH2:31][N:32]4[CH2:37][CH2:36][CH2:35][CH2:34][CH2:33]4)=[CH:25][CH:24]=3)=[C:13]3[C:18](=[CH:19][CH:20]=2)[CH:17]=[C:16]([OH:21])[CH:15]=[CH:14]3)=[CH:7][CH2:6]1)(=[O:4])=[O:3].[ClH:38]. (5) Given the product [I:17][C:11]1[C:12](=[O:16])[C:13]2[C:8]([O:9][C:10]=1[C:18]1[CH:23]=[CH:22][CH:21]=[CH:20][CH:19]=1)=[C:7]1[N:3]([CH:1]([CH3:24])[CH3:2])[N:4]=[CH:5][C:6]1=[CH:15][CH:14]=2, predict the reactants needed to synthesize it. The reactants are: [CH2:1]([N:3]1[C:7]2=[C:8]3[C:13](=[CH:14][CH:15]=[C:6]2[CH:5]=[N:4]1)[C:12](=[O:16])[C:11]([I:17])=[C:10]([C:18]1[CH:23]=[CH:22][CH:21]=[CH:20][CH:19]=1)[O:9]3)[CH3:2].[CH2:24](N1N=C2C3OC(C4C=CC=CC=4)=C(I)C(=O)C=3C=CC2=C1)C.IC1C(=O)C2C(OC=1C1C=CC=CC=1)=C1NN=CC1=CC=2.IC(C)C. (6) Given the product [C:1]([NH:4][C:5]1[S:9][C:8]2[C:10]([O:15][CH2:16][CH2:17][N:18]([CH2:21][CH3:22])[CH2:19][CH3:20])=[C:11]([C:31]3[CH:32]=[CH:33][N:28]=[CH:29][CH:30]=3)[CH:12]=[CH:13][C:7]=2[C:6]=1[C:23]([O:25][CH2:26][CH3:27])=[O:24])(=[O:3])[CH3:2], predict the reactants needed to synthesize it. The reactants are: [C:1]([NH:4][C:5]1[S:9][C:8]2[C:10]([O:15][CH2:16][CH2:17][N:18]([CH2:21][CH3:22])[CH2:19][CH3:20])=[C:11](Br)[CH:12]=[CH:13][C:7]=2[C:6]=1[C:23]([O:25][CH2:26][CH3:27])=[O:24])(=[O:3])[CH3:2].[N:28]1[CH:33]=[CH:32][C:31](B(O)O)=[CH:30][CH:29]=1.P([O-])([O-])([O-])=O.[K+].[K+].[K+]. (7) Given the product [Cl:1][C:2]1[CH:7]=[CH:6][C:5]([CH2:8][NH:9][C:16](=[NH:19])[CH:15]([O:20][CH2:21][CH3:22])[O:14][CH2:12][CH3:13])=[CH:4][C:3]=1[O:10][CH3:11], predict the reactants needed to synthesize it. The reactants are: [Cl:1][C:2]1[CH:7]=[CH:6][C:5]([CH2:8][NH2:9])=[CH:4][C:3]=1[O:10][CH3:11].[CH2:12]([O:14][CH:15]([O:20][CH2:21][CH3:22])[C:16](=[NH:19])OC)[CH3:13]. (8) Given the product [CH2:1]([O:3][C:4]([N:6]1[C:14]2[C:9](=[CH:10][C:11]([C:15]3[N:16]=[C:17]([C:21]4[CH:26]=[CH:25][CH:24]=[CH:23][N:22]=4)[S:18][C:19]=3[CH3:20])=[CH:12][CH:13]=2)[CH:8]=[C:7]1[O:27][S:38]([C:41]([F:44])([F:43])[F:42])(=[O:39])=[O:37])=[O:5])[CH3:2], predict the reactants needed to synthesize it. The reactants are: [CH2:1]([O:3][C:4]([N:6]1[C:14]2[C:9](=[CH:10][C:11]([C:15]3[N:16]=[C:17]([C:21]4[CH:26]=[CH:25][CH:24]=[CH:23][N:22]=4)[S:18][C:19]=3[CH3:20])=[CH:12][CH:13]=2)[CH2:8][C:7]1=[O:27])=[O:5])[CH3:2].CCN(C(C)C)C(C)C.[O:37](S(C(F)(F)F)(=O)=O)[S:38]([C:41]([F:44])([F:43])[F:42])(=O)=[O:39]. (9) Given the product [F:41][CH2:40][CH2:39][O:38][C:34]1[CH:35]=[CH:36][CH:37]=[C:32]([C@@H:27]([NH:26][C:24]([C@@H:20]2[CH2:21][CH2:22][CH2:23][N:18]([C:16](=[O:17])[CH2:15][CH2:14][CH:11]3[CH2:10][CH2:9][NH:8][CH2:13][CH2:12]3)[CH2:19]2)=[O:25])[CH2:28][C:29]([OH:31])=[O:30])[CH:33]=1, predict the reactants needed to synthesize it. The reactants are: C(OC([N:8]1[CH2:13][CH2:12][CH:11]([CH2:14][CH2:15][C:16]([N:18]2[CH2:23][CH2:22][CH2:21][C@@H:20]([C:24]([NH:26][CH:27]([C:32]3[CH:37]=[CH:36][CH:35]=[C:34]([O:38][CH2:39][CH2:40][F:41])[CH:33]=3)[CH2:28][C:29]([OH:31])=[O:30])=[O:25])[CH2:19]2)=[O:17])[CH2:10][CH2:9]1)=O)(C)(C)C.Cl.